From a dataset of Retrosynthesis with 50K atom-mapped reactions and 10 reaction types from USPTO. Predict the reactants needed to synthesize the given product. (1) The reactants are: CC(C)(C)OC(=O)N1C[C@@H](F)[C@H](CNC(=O)OCc2ccccc2)C1. Given the product O=C(NC[C@@H]1CNC[C@@H]1F)OCc1ccccc1, predict the reactants needed to synthesize it. (2) Given the product CC(C)(C)OC(=O)N1CCN(c2ccc(O)cc2)[C@@H](COc2ccc3ccccc3c2)C1, predict the reactants needed to synthesize it. The reactants are: CC(C)(C)OC(=O)N1CCN(c2ccc(OCc3ccccc3)cc2)[C@@H](COc2ccc3ccccc3c2)C1. (3) The reactants are: CC(C)=CCn1c(N2CCCC(NC(=O)OC(C)(C)C)C2)nc2c1c(=O)n(CC(=O)c1cccc(N)c1)c(=O)n2C.COC(=O)Cl. Given the product COC(=O)Nc1cccc(C(=O)Cn2c(=O)c3c(nc(N4CCCC(NC(=O)OC(C)(C)C)C4)n3CC=C(C)C)n(C)c2=O)c1, predict the reactants needed to synthesize it. (4) Given the product CCOc1ccccc1C1=N[C@@](C)(c2ccc(Cl)cc2)[C@@](C)(c2ccc(Cl)cc2)N1C(=O)N1CCN(CCCS(C)(=O)=O)CC1, predict the reactants needed to synthesize it. The reactants are: CCOc1ccccc1C1=NC(C)(c2ccc(Cl)cc2)C(C)(c2ccc(Cl)cc2)N1C(=O)Cl.CS(=O)(=O)CCCN1CCNCC1. (5) Given the product O=c1[nH]c(C2CCCNC2)nc2c1oc1ccc(Br)cc12, predict the reactants needed to synthesize it. The reactants are: O=c1[nH]c(C2CCNCC2)nc2c1oc1ccc(Br)cc12. (6) Given the product CC(C)(C)CC1NC(C(=O)O)C(c2cccc(Cl)c2)C1(C#N)c1ccc(Cl)cc1, predict the reactants needed to synthesize it. The reactants are: CC(C)(C)CC1NC(C(=O)OC(C)(C)C)C(c2cccc(Cl)c2)C1(C#N)c1ccc(Cl)cc1. (7) Given the product COCCOc1cncc(OC[C@@H]2CCCN2C)c1, predict the reactants needed to synthesize it. The reactants are: C=O.COCCOc1cncc(OC[C@@H]2CCCN2)c1. (8) Given the product Fc1cc(C#Cc2ccc(-c3ccc(Cl)cc3)cn2)ccc1OCCN1CCCC1, predict the reactants needed to synthesize it. The reactants are: C#Cc1ccc(-c2ccc(Cl)cc2)cn1.Fc1cc(I)ccc1OCCN1CCCC1.